This data is from Reaction yield outcomes from USPTO patents with 853,638 reactions. The task is: Predict the reaction yield, written as a fraction of the theoretical maximum amount of product (1.0 means a 100% yield; for example, 0.34 means a 34% yield). (1) The reactants are [C:1]([C:3]1[CH:4]=[C:5]([CH:9]=[CH:10][CH:11]=1)[C:6]([OH:8])=O)#[N:2].S(Cl)(Cl)=O.[NH2:16][C:17]1[C:22]([Cl:23])=[CH:21][N:20]=[CH:19][C:18]=1[Cl:24].[H-].[Na+]. The catalyst is O1CCCC1. The product is [C:1]([C:3]1[CH:4]=[C:5]([CH:9]=[CH:10][CH:11]=1)[C:6]([NH:16][C:17]1[C:22]([Cl:23])=[CH:21][N:20]=[CH:19][C:18]=1[Cl:24])=[O:8])#[N:2]. The yield is 0.110. (2) The reactants are O[CH2:2][CH2:3][O:4][CH:5]1[CH2:10][CH2:9][N:8]([C:11]([O:13][C:14]([CH3:17])([CH3:16])[CH3:15])=[O:12])[CH2:7][CH2:6]1.[I:18]I.N1C=CN=C1.C1C=CC(P(C2C=CC=CC=2)C2C=CC=CC=2)=CC=1. The catalyst is C(Cl)Cl. The product is [I:18][CH2:2][CH2:3][O:4][CH:5]1[CH2:10][CH2:9][N:8]([C:11]([O:13][C:14]([CH3:17])([CH3:16])[CH3:15])=[O:12])[CH2:7][CH2:6]1. The yield is 0.690. (3) The reactants are CC(OI1(OC(C)=O)(OC(C)=O)OC(=O)C2C=CC=CC1=2)=O.[CH3:23][S:24]([N:27]1[CH2:32][CH2:31][C:30]2[N:33]([CH2:46][CH2:47][CH2:48][OH:49])[N:34]=[C:35]([C:36]3[CH:41]=[CH:40][C:39]([C:42]([F:45])([F:44])[F:43])=[CH:38][CH:37]=3)[C:29]=2[CH2:28]1)(=[O:26])=[O:25].[O-]S([O-])(=S)=O.[Na+].[Na+]. The catalyst is C(Cl)Cl.CCOCC.C([O-])(O)=O.[Na+]. The product is [CH3:23][S:24]([N:27]1[CH2:32][CH2:31][C:30]2[N:33]([CH2:46][CH2:47][CH:48]=[O:49])[N:34]=[C:35]([C:36]3[CH:37]=[CH:38][C:39]([C:42]([F:43])([F:44])[F:45])=[CH:40][CH:41]=3)[C:29]=2[CH2:28]1)(=[O:26])=[O:25]. The yield is 0.850.